This data is from Retrosynthesis with 50K atom-mapped reactions and 10 reaction types from USPTO. The task is: Predict the reactants needed to synthesize the given product. Given the product CS(=O)(=O)c1ccc(Oc2ccc(N)c(OCc3ccccc3)c2)cn1, predict the reactants needed to synthesize it. The reactants are: CS(=O)(=O)c1ccc(Oc2ccc([N+](=O)[O-])c(OCc3ccccc3)c2)cn1.